From a dataset of Reaction yield outcomes from USPTO patents with 853,638 reactions. Predict the reaction yield, written as a fraction of the theoretical maximum amount of product (1.0 means a 100% yield; for example, 0.34 means a 34% yield). (1) The reactants are [CH2:1]([C:3]1[CH:8]=[CH:7][C:6]([NH:9][C:10](=[O:24])[O:11][CH2:12][C@@H:13]([N:15]([CH3:23])[C:16]([O:18]C(C)(C)C)=O)[CH3:14])=[CH:5][CH:4]=1)[CH3:2].[ClH:25].[CH2:26]([C:28]1[CH:33]=[CH:32][C:31](N=C=O)=[CH:30][CH:29]=1)C.CC[N:39](C(C)C)C(C)C. The catalyst is CO.C1COCC1. The product is [CH2:1]([C:3]1[CH:4]=[CH:5][C:6]([NH:9][C:10](=[O:24])[O:11][CH2:12][C@@H:13]([N:15]([CH3:23])[C:16]([NH:39][CH2:26][C:28]2[CH:33]=[CH:32][CH:31]=[CH:30][C:29]=2[Cl:25])=[O:18])[CH3:14])=[CH:7][CH:8]=1)[CH3:2]. The yield is 0.810. (2) The reactants are Br[CH2:2][CH2:3][CH2:4][CH2:5][Cl:6].[F:7][C:8]1[CH:22]=[CH:21][C:11]2[C:12]([CH:15]3[CH2:20][CH2:19][NH:18][CH2:17][CH2:16]3)=[N:13][O:14][C:10]=2[CH:9]=1.C(=O)([O-])[O-].[K+].[K+]. The catalyst is CN(C=O)C. The product is [Cl:6][CH2:5][CH2:4][CH2:3][CH2:2][N:18]1[CH2:17][CH2:16][CH:15]([C:12]2[C:11]3[CH:21]=[CH:22][C:8]([F:7])=[CH:9][C:10]=3[O:14][N:13]=2)[CH2:20][CH2:19]1. The yield is 0.300. (3) The reactants are [Cl:1][C:2]1[CH:3]=[C:4]2[C:10]([C:11]3[N:16]=[C:15]([NH:17][C@H:18]4[CH2:22][CH2:21][N:20](S(C)(=O)=O)[CH2:19]4)[C:14]([F:27])=[CH:13][N:12]=3)=[CH:9][NH:8][C:5]2=[N:6][CH:7]=1.[CH3:28][O:29][CH2:30][C:31](Cl)=[O:32]. The product is [Cl:1][C:2]1[CH:3]=[C:4]2[C:10]([C:11]3[N:16]=[C:15]([NH:17][C@H:18]4[CH2:22][CH2:21][N:20]([C:31](=[O:32])[CH2:30][O:29][CH3:28])[CH2:19]4)[C:14]([F:27])=[CH:13][N:12]=3)=[CH:9][NH:8][C:5]2=[N:6][CH:7]=1. No catalyst specified. The yield is 0.330. (4) The reactants are FC(F)(F)C(O)=O.[Cl:8][C:9]1[CH:10]=[CH:11][C:12]([O:34][C:35]2[CH:40]=[CH:39][C:38]([S:41]([NH:44][C:45]3[S:49][N:48]=[CH:47][N:46]=3)(=[O:43])=[O:42])=[CH:37][C:36]=2[C:50]#[N:51])=[C:13]([C:15]2[CH:20]=[CH:19][N:18]=[C:17]([N:21]3[CH2:26][CH2:25][N:24](C(OC(C)(C)C)=O)[CH2:23][CH2:22]3)[N:16]=2)[CH:14]=1.C(Cl)Cl. No catalyst specified. The product is [Cl:8][C:9]1[CH:10]=[CH:11][C:12]([O:34][C:35]2[CH:40]=[CH:39][C:38]([S:41]([NH:44][C:45]3[S:49][N:48]=[CH:47][N:46]=3)(=[O:42])=[O:43])=[CH:37][C:36]=2[C:50]#[N:51])=[C:13]([C:15]2[CH:20]=[CH:19][N:18]=[C:17]([N:21]3[CH2:26][CH2:25][NH:24][CH2:23][CH2:22]3)[N:16]=2)[CH:14]=1. The yield is 0.510.